Dataset: HIV replication inhibition screening data with 41,000+ compounds from the AIDS Antiviral Screen. Task: Binary Classification. Given a drug SMILES string, predict its activity (active/inactive) in a high-throughput screening assay against a specified biological target. (1) The compound is CCc1cc(=O)oc2c3c(cc(OC)c12)OC(C)C(C)C3=O. The result is 0 (inactive). (2) The molecule is Nc1nc(O)c2ncn(COCCO)c2n1. The result is 0 (inactive). (3) The result is 0 (inactive). The drug is O=S1c2ccccc2NC(c2ccc3ccccc3c2)CC1c1ccccc1.